Dataset: Catalyst prediction with 721,799 reactions and 888 catalyst types from USPTO. Task: Predict which catalyst facilitates the given reaction. (1) Reactant: C(OC([N:11]1[CH2:20][C@@H:19]2[C@@:13]([NH:21][C:22]([O:24][C:25]([CH3:28])([CH3:27])[CH3:26])=[O:23])([CH2:14][C:15]3([CH2:18]2)[CH2:17][CH2:16]3)[CH2:12]1)=O)C1C=CC=CC=1.[H][H]. Product: [C:25]([O:24][C:22]([NH:21][C@@:13]12[CH2:14][C:15]3([CH2:16][CH2:17]3)[CH2:18][C@@H:19]1[CH2:20][NH:11][CH2:12]2)=[O:23])([CH3:28])([CH3:26])[CH3:27]. The catalyst class is: 352. (2) Reactant: [NH2:1][C:2]1[C:3]([Cl:9])=[N:4][C:5]([Cl:8])=[N:6][CH:7]=1.C(=O)(O)[O-].[Na+].O.[CH3:16][C:17]1[CH:18]=[C:19]([CH:23]=[C:24]([CH3:28])[C:25]=1[O:26][CH3:27])[C:20](Cl)=[O:21]. Product: [Cl:8][C:5]1[N:4]=[C:3]([Cl:9])[C:2]([NH:1][C:20](=[O:21])[C:19]2[CH:23]=[C:24]([CH3:28])[C:25]([O:26][CH3:27])=[C:17]([CH3:16])[CH:18]=2)=[CH:7][N:6]=1. The catalyst class is: 13.